From a dataset of Aqueous solubility values for 9,982 compounds from the AqSolDB database. Regression/Classification. Given a drug SMILES string, predict its absorption, distribution, metabolism, or excretion properties. Task type varies by dataset: regression for continuous measurements (e.g., permeability, clearance, half-life) or binary classification for categorical outcomes (e.g., BBB penetration, CYP inhibition). For this dataset (solubility_aqsoldb), we predict Y. (1) The drug is CCCCCCCOCC(COCCCCCCC)(COCCCCCCC)COCCCCCCC. The Y is -7.95 log mol/L. (2) The Y is -2.66 log mol/L. The molecule is COC(=O)C(Cc1ccccc1)NC(=O)C(CC(=O)O)NC(=O)C(F)(F)F. (3) The drug is Oc1cccc2cccnc12. The Y is -2.35 log mol/L.